From a dataset of Forward reaction prediction with 1.9M reactions from USPTO patents (1976-2016). Predict the product of the given reaction. (1) Given the reactants C(N(CC)CC)C.[NH2:8][CH2:9][CH2:10][NH:11][C:12](=[O:18])[O:13][C:14]([CH3:17])([CH3:16])[CH3:15].Cl[C:20]1[C:29]2[C:24](=[CH:25][CH:26]=[CH:27][CH:28]=2)[N:23]=[CH:22][C:21]=1[N+:30]([O-:32])=[O:31], predict the reaction product. The product is: [N+:30]([C:21]1[CH:22]=[N:23][C:24]2[C:29]([C:20]=1[NH:8][CH2:9][CH2:10][NH:11][C:12](=[O:18])[O:13][C:14]([CH3:15])([CH3:17])[CH3:16])=[CH:28][CH:27]=[CH:26][CH:25]=2)([O-:32])=[O:31]. (2) Given the reactants [CH3:1][O:2][C:3]1[CH:22]=[CH:21][C:6]([CH2:7][O:8][C@H:9]([C@H:11]([OH:20])[C@H:12]([CH:18]=[CH2:19])[CH2:13][CH2:14][CH:15]([CH3:17])[CH3:16])[CH3:10])=[CH:5][CH:4]=1.CC1C=CC=C(C)N=1.FC(F)(F)S(O[Si:37]([CH:44]([CH3:46])[CH3:45])([CH:41]([CH3:43])[CH3:42])[CH:38]([CH3:40])[CH3:39])(=O)=O.C(=O)(O)[O-].[Na+], predict the reaction product. The product is: [CH:38]([Si:37]([CH:44]([CH3:46])[CH3:45])([CH:41]([CH3:43])[CH3:42])[O:20][C@H:11]([C@H:12]([CH:18]=[CH2:19])[CH2:13][CH2:14][CH:15]([CH3:16])[CH3:17])[C@@H:9]([O:8][CH2:7][C:6]1[CH:5]=[CH:4][C:3]([O:2][CH3:1])=[CH:22][CH:21]=1)[CH3:10])([CH3:40])[CH3:39]. (3) Given the reactants Cl[C:2]1[C:7]([C:8]([N:10]2[CH2:15][CH2:14][CH:13]([C:16]3[CH:21]=[CH:20][C:19]([F:22])=[CH:18][CH:17]=3)[CH2:12][CH2:11]2)=[O:9])=[CH:6][N:5]([CH3:23])[C:4](=[O:24])[C:3]=1[CH3:25].[NH2:26][C:27]1[CH:34]=[CH:33][C:30]([C:31]#[N:32])=[C:29]([Cl:35])[CH:28]=1, predict the reaction product. The product is: [Cl:35][C:29]1[CH:28]=[C:27]([NH:26][C:2]2[C:7]([C:8]([N:10]3[CH2:15][CH2:14][CH:13]([C:16]4[CH:21]=[CH:20][C:19]([F:22])=[CH:18][CH:17]=4)[CH2:12][CH2:11]3)=[O:9])=[CH:6][N:5]([CH3:23])[C:4](=[O:24])[C:3]=2[CH3:25])[CH:34]=[CH:33][C:30]=1[C:31]#[N:32]. (4) Given the reactants Br[C:2]1[CH:3]=[C:4]([CH:8]2[O:12][CH2:11][CH2:10][O:9]2)[CH:5]=[CH:6][CH:7]=1.C([Li])CCC.[C:18]1([S:24][S:24][C:18]2[CH:23]=[CH:22][CH:21]=[CH:20][CH:19]=2)[CH:23]=[CH:22][CH:21]=[CH:20][CH:19]=1.O, predict the reaction product. The product is: [C:18]1([S:24][C:2]2[CH:3]=[C:4]([CH:8]3[O:12][CH2:11][CH2:10][O:9]3)[CH:5]=[CH:6][CH:7]=2)[CH:23]=[CH:22][CH:21]=[CH:20][CH:19]=1. (5) Given the reactants Cl[C:2]1[C:7]([C:8]([F:11])([F:10])[F:9])=[CH:6][N:5]=[C:4]([NH:12][C:13]2[CH:18]=[CH:17][C:16]([N:19]3[CH2:24][CH2:23][N:22]([C:25]([O:27][C:28]([CH3:31])([CH3:30])[CH3:29])=[O:26])[CH2:21][CH2:20]3)=[CH:15][C:14]=2[O:32][CH3:33])[N:3]=1.[C:34]([C:36]1[CH:41]=[CH:40][CH:39]=[CH:38][C:37]=1[CH2:42][C:43]([O:45][CH3:46])=[O:44])#[CH:35].C1(P(C2C=CC=CC=2)C2C=CC=CC=2)C=CC=CC=1, predict the reaction product. The product is: [CH3:33][O:32][C:14]1[CH:15]=[C:16]([N:19]2[CH2:24][CH2:23][N:22]([C:25]([O:27][C:28]([CH3:31])([CH3:30])[CH3:29])=[O:26])[CH2:21][CH2:20]2)[CH:17]=[CH:18][C:13]=1[NH:12][C:4]1[N:3]=[C:2]([C:35]#[C:34][C:36]2[CH:41]=[CH:40][CH:39]=[CH:38][C:37]=2[CH2:42][C:43]([O:45][CH3:46])=[O:44])[C:7]([C:8]([F:11])([F:10])[F:9])=[CH:6][N:5]=1. (6) Given the reactants C(OC([NH:8][C@@H:9]([CH2:11][O:12][CH2:13][C:14]1[CH:19]=[CH:18][C:17]([F:20])=[CH:16][CH:15]=1)[CH3:10])=O)(C)(C)C.FC(F)(F)C(O)=O, predict the reaction product. The product is: [F:20][C:17]1[CH:16]=[CH:15][C:14]([CH2:13][O:12][CH2:11][C@H:9]([NH2:8])[CH3:10])=[CH:19][CH:18]=1.